This data is from Catalyst prediction with 721,799 reactions and 888 catalyst types from USPTO. The task is: Predict which catalyst facilitates the given reaction. (1) Reactant: C(N(CC)CC)C.[CH:8]([N:11]=[C:12]=[O:13])([CH3:10])[CH3:9].[CH3:14][C:15]1[NH:19][N:18]=[C:17]([O:20][C:21]2[CH:26]=[CH:25][CH:24]=[C:23]([C:27]([F:30])([F:29])[F:28])[CH:22]=2)[CH:16]=1.Cl. Product: [CH:8]([NH:11][C:12]([N:19]1[C:15]([CH3:14])=[CH:16][C:17]([O:20][C:21]2[CH:26]=[CH:25][CH:24]=[C:23]([C:27]([F:28])([F:29])[F:30])[CH:22]=2)=[N:18]1)=[O:13])([CH3:10])[CH3:9]. The catalyst class is: 13. (2) Reactant: C([Li])CCC.Br[C:7]1[CH:12]=[CH:11][CH:10]=[C:9]([Br:13])[N:8]=1.[C:14]([C:22]1[CH:27]=[CH:26][CH:25]=[CH:24][CH:23]=1)(=[O:21])[C:15]1[CH:20]=[CH:19][CH:18]=[CH:17][CH:16]=1. Product: [Br:13][C:9]1[N:8]=[C:7]([C:14]([C:15]2[CH:20]=[CH:19][CH:18]=[CH:17][CH:16]=2)([C:22]2[CH:27]=[CH:26][CH:25]=[CH:24][CH:23]=2)[OH:21])[CH:12]=[CH:11][CH:10]=1. The catalyst class is: 1. (3) Reactant: [N:1]([C:4]1[C:9]([Cl:10])=[CH:8][CH:7]=[CH:6][C:5]=1[Cl:11])=[N+:2]=[N-:3].[CH2:12]([O:14][C:15](=[O:21])[C:16]#[C:17][CH:18]([CH3:20])[CH3:19])[CH3:13]. Product: [CH2:12]([O:14][C:15]([C:16]1[N:1]([C:4]2[C:5]([Cl:11])=[CH:6][CH:7]=[CH:8][C:9]=2[Cl:10])[N:2]=[N:3][C:17]=1[CH:18]([CH3:20])[CH3:19])=[O:21])[CH3:13]. The catalyst class is: 11. (4) Reactant: [Br:1][C:2]1[CH:7]=[C:6]([F:8])[C:5]([F:9])=[CH:4][C:3]=1[S:10][CH2:11][C:12]([CH3:14])=O. Product: [Br:1][C:2]1[C:3]2[S:10][CH:11]=[C:12]([CH3:14])[C:4]=2[C:5]([F:9])=[C:6]([F:8])[CH:7]=1. The catalyst class is: 159. (5) Reactant: [Br:1][C:2]1[CH:3]=[CH:4][C:5]([N:8]2[CH:12]=[CH:11][C:10]([CH:13]([C:15]3[CH:24]=[CH:23][C:18]4[NH:19][C:20](=[O:22])[S:21][C:17]=4[CH:16]=3)[CH3:14])=[N:9]2)=[N:6][CH:7]=1.C([O-])([O-])=O.[K+].[K+].[CH3:31][Si:32]([CH3:39])([CH3:38])[CH2:33][CH2:34][O:35][CH2:36]Cl. Product: [Br:1][C:2]1[CH:3]=[CH:4][C:5]([N:8]2[CH:12]=[CH:11][C:10]([CH:13]([C:15]3[CH:24]=[CH:23][C:18]4[N:19]([CH2:36][O:35][CH2:34][CH2:33][Si:32]([CH3:39])([CH3:38])[CH3:31])[C:20](=[O:22])[S:21][C:17]=4[CH:16]=3)[CH3:14])=[N:9]2)=[N:6][CH:7]=1. The catalyst class is: 31.